Task: Predict the product of the given reaction.. Dataset: Forward reaction prediction with 1.9M reactions from USPTO patents (1976-2016) (1) Given the reactants [Cl:1][C:2]1[CH:21]=[C:20]([Cl:22])[CH:19]=[CH:18][C:3]=1[CH2:4][N:5]([CH:12]1[CH2:17][CH2:16][NH:15][CH2:14][CH2:13]1)[C:6]([C:8]1([F:11])[CH2:10][CH2:9]1)=O.B.CSC.Cl, predict the reaction product. The product is: [Cl:1][C:2]1[CH:21]=[C:20]([Cl:22])[CH:19]=[CH:18][C:3]=1[CH2:4][N:5]([CH2:6][C:8]1([F:11])[CH2:9][CH2:10]1)[CH:12]1[CH2:13][CH2:14][NH:15][CH2:16][CH2:17]1. (2) The product is: [CH2:13]([C:1]1([C:7]([O:9][CH3:10])=[O:8])[CH2:6][CH2:5][CH2:4][CH2:3][CH2:2]1)[CH:12]=[CH2:11]. Given the reactants [CH:1]1([C:7]([O:9][CH3:10])=[O:8])[CH2:6][CH2:5][CH2:4][CH2:3][CH2:2]1.[CH2:11](Br)[CH:12]=[CH2:13].CC(C)([O-])C.[K+].Cl, predict the reaction product.